This data is from Catalyst prediction with 721,799 reactions and 888 catalyst types from USPTO. The task is: Predict which catalyst facilitates the given reaction. (1) Reactant: CO[C:3]([C:5]1[CH:6]=[N:7][CH:8]=[N:9][CH:10]=1)=[NH:4].[CH3:11][NH:12][NH2:13]. Product: [CH3:11][NH:12][NH:13][C:3]([C:5]1[CH:6]=[N:7][CH:8]=[N:9][CH:10]=1)=[NH:4]. The catalyst class is: 17. (2) Reactant: Br[C:2]1[N:3]=[C:4]2[C:10]([C:11]([C:13]3([CH3:19])[CH2:18][CH2:17][CH2:16][CH2:15][CH2:14]3)=[O:12])=[CH:9][NH:8][C:5]2=[N:6][CH:7]=1.[N:20]1([C:25]2[CH:26]=[C:27](B(O)O)[CH:28]=[CH:29][CH:30]=2)[CH2:24][CH2:23][CH2:22][CH2:21]1.C([O-])([O-])=O.[K+].[K+].O1CCOCC1. Product: [CH3:19][C:13]1([C:11]([C:10]2[C:4]3[C:5](=[N:6][CH:7]=[C:2]([C:27]4[CH:28]=[CH:29][CH:30]=[C:25]([N:20]5[CH2:21][CH2:22][CH2:23][CH2:24]5)[CH:26]=4)[N:3]=3)[NH:8][CH:9]=2)=[O:12])[CH2:18][CH2:17][CH2:16][CH2:15][CH2:14]1. The catalyst class is: 6. (3) Reactant: [C:1](OC(=O)C)(=[O:3])[CH3:2].[OH:8][C:9]([C:11]([F:14])([F:13])[F:12])=[O:10].[F:15][C:16]1[CH:42]=[C:41]([O:43][CH3:44])[CH:40]=[CH:39][C:17]=1[O:18][CH:19]1[CH2:24][CH2:23][N:22]([C:25]2[N:30]=[C:29]3[CH2:31][NH:32][CH2:33][CH2:34][C:28]3=[N:27][C:26]=2[NH:35][CH:36]([CH3:38])[CH3:37])[CH2:21][CH2:20]1.N1C=CC=CC=1. Product: [F:15][C:16]1[CH:42]=[C:41]([O:43][CH3:44])[CH:40]=[CH:39][C:17]=1[O:18][CH:19]1[CH2:20][CH2:21][N:22]([C:25]2[N:30]=[C:29]3[CH2:31][N:32]([C:1](=[O:3])[CH3:2])[CH2:33][CH2:34][C:28]3=[N:27][C:26]=2[NH:35][CH:36]([CH3:38])[CH3:37])[CH2:23][CH2:24]1.[C:9]([OH:10])([C:11]([F:14])([F:13])[F:12])=[O:8]. The catalyst class is: 2.